This data is from Forward reaction prediction with 1.9M reactions from USPTO patents (1976-2016). The task is: Predict the product of the given reaction. (1) Given the reactants [Li+].C[Si]([N-][Si](C)(C)C)(C)C.[Cl:11][C:12]1[N:17]=[C:16]([Cl:18])[C:15]([CH2:19][C:20]([O:22][CH2:23][CH3:24])=[O:21])=[C:14]([Cl:25])[N:13]=1.I[CH3:27].[NH4+].[Cl-], predict the reaction product. The product is: [Cl:11][C:12]1[N:13]=[C:14]([Cl:25])[C:15]([CH:19]([CH3:27])[C:20]([O:22][CH2:23][CH3:24])=[O:21])=[C:16]([Cl:18])[N:17]=1. (2) Given the reactants [CH3:1][O:2][C:3]1[CH:4]=[C:5]2[C:10](=[CH:11][CH:12]=1)[C:9]([O:13][C:14]1[CH:19]=[CH:18][C:17](/[CH:20]=[CH:21]/[C:22]([O:24]CC)=[O:23])=[CH:16][CH:15]=1)=[C:8]([C:27]1[CH:32]=[CH:31][CH:30]=[CH:29][CH:28]=1)[C:7]([CH2:33][CH2:34][CH2:35][CH2:36][CH3:37])=[CH:6]2.[OH-].[Na+], predict the reaction product. The product is: [CH3:1][O:2][C:3]1[CH:4]=[C:5]2[C:10](=[CH:11][CH:12]=1)[C:9]([O:13][C:14]1[CH:15]=[CH:16][C:17](/[CH:20]=[CH:21]/[C:22]([OH:24])=[O:23])=[CH:18][CH:19]=1)=[C:8]([C:27]1[CH:32]=[CH:31][CH:30]=[CH:29][CH:28]=1)[C:7]([CH2:33][CH2:34][CH2:35][CH2:36][CH3:37])=[CH:6]2.